This data is from Peptide-MHC class I binding affinity with 185,985 pairs from IEDB/IMGT. The task is: Regression. Given a peptide amino acid sequence and an MHC pseudo amino acid sequence, predict their binding affinity value. This is MHC class I binding data. (1) The peptide sequence is ICKAAMGLR. The MHC is HLA-A31:01 with pseudo-sequence HLA-A31:01. The binding affinity (normalized) is 0.524. (2) The peptide sequence is NLVPMVATV. The MHC is HLA-B15:01 with pseudo-sequence HLA-B15:01. The binding affinity (normalized) is 0.0577. (3) The peptide sequence is GTFKSVAVK. The MHC is HLA-A31:01 with pseudo-sequence HLA-A31:01. The binding affinity (normalized) is 0.530. (4) The peptide sequence is RIVIYIVQM. The binding affinity (normalized) is 0.0686. The MHC is Mamu-A70103 with pseudo-sequence Mamu-A70103. (5) The peptide sequence is EMADYIFFV. The MHC is HLA-A02:11 with pseudo-sequence HLA-A02:11. The binding affinity (normalized) is 1.00. (6) The peptide sequence is YIIRYPVKRI. The MHC is HLA-A02:01 with pseudo-sequence HLA-A02:01. The binding affinity (normalized) is 0.360.